This data is from Reaction yield outcomes from USPTO patents with 853,638 reactions. The task is: Predict the reaction yield, written as a fraction of the theoretical maximum amount of product (1.0 means a 100% yield; for example, 0.34 means a 34% yield). (1) The reactants are [C:1]1([C:7]2[O:11][N:10]=[CH:9][C:8]=2[CH:12]=O)[CH:6]=[CH:5][CH:4]=[CH:3][CH:2]=1.C(OP([CH2:22][C:23]([O:25][CH2:26][CH3:27])=[O:24])(OCC)=O)C.[H-].[Na+].Cl. The catalyst is CN(C)C=O. The product is [C:1]1([C:7]2[O:11][N:10]=[CH:9][C:8]=2/[CH:12]=[CH:22]/[C:23]([O:25][CH2:26][CH3:27])=[O:24])[CH:2]=[CH:3][CH:4]=[CH:5][CH:6]=1. The yield is 0.880. (2) The reactants are C[O:2][C:3]([C:5]1[NH:6][N:7]=[C:8]([O:10][CH2:11][C:12]2[C:13]([CH2:18][CH2:19][CH2:20][CH3:21])=[N:14][O:15][C:16]=2[CH3:17])[CH:9]=1)=[O:4].COC(C1NN=C(OCC2C(C3C=CC(F)=CC=3)=NOC=2C)C=1)=O. No catalyst specified. The product is [CH2:18]([C:13]1[C:12]([CH2:11][O:10][C:8]2[CH:9]=[C:5]([C:3]([OH:4])=[O:2])[NH:6][N:7]=2)=[C:16]([CH3:17])[O:15][N:14]=1)[CH2:19][CH2:20][CH3:21]. The yield is 0.900.